The task is: Binary Classification. Given a miRNA mature sequence and a target amino acid sequence, predict their likelihood of interaction.. This data is from Experimentally validated miRNA-target interactions with 360,000+ pairs, plus equal number of negative samples. (1) The miRNA is mmu-miR-692 with sequence AUCUCUUUGAGCGCCUCACUC. The protein sequence of the target gene is MFASCHCAPRGRRTMKMIHFRSSSIKSLNQEMKCTIRLLDDSEVSCHIQRETKGQFLIEYICNYYSLLEKDYFGIRYVDPEKQRHWLEPNKSIFKQMKSHPPYTMCFRVKFYPHEPLKIKEELTRYLLYLQIKRDIFHGRLLCSFSDAAYLGACIVQAEFGDYYPDEHPENYISEFEIFPKQSQKLERKIMEIHNNELRGQSPAIAEFNLLLKAHTLETYGVDPHPCKDSRGATAFLGFTAAGFVVFQGNKRIHLRKWSDVCKLKFEGKTFYVIGSQKEKNAVLAFHTSTPAACKHLWKC.... Result: 1 (interaction). (2) The miRNA is hsa-miR-5000-5p with sequence CAGUUCAGAAGUGUUCCUGAGU. The protein sequence of the target gene is MEPPEGAGTGEIVKEAEVPQAALGVPAQGTGDNGHTPVEEEVGGIPVPAPGLLQVTERRQPLSSVSSLEVHFDLLDLTELTDMSDQELAEVFADSDDENLNTESPAGLHPLPRAGYLRSPSWTRTRAEQSHEKQPLGDPERQATVLDTFLTVERPQED. Result: 0 (no interaction). (3) The miRNA is hsa-miR-6752-5p with sequence GGGGGGUGUGGAGCCAGGGGGC. The protein sequence of the target gene is MAAPALSWRLPLLILLLPLATSWASAAVNGTSQFTCFYNSRANISCVWSQDGALQDTSCQVHAWPDRRRWNQTCELLPVSQASWACNLILGAPDSQKLTTVDIVTLRVLCREGVRWRVMAIQDFKPFENLRLMAPISLQVVHVETHRCNISWEISQASHYFERHLEFEARTLSPGHTWEEAPLLTLKQKQEWICLETLTPDTQYEFQVRVKPLQGEFTTWSPWSQPLAFRTKPAALGKDTIPWLGHLLVGLSGAFGFIILVYLLINCRNTGPWLKKVLKCNTPDPSKFFSQLSSEHGGDV.... Result: 1 (interaction). (4) The miRNA is hsa-miR-3679-3p with sequence CUUCCCCCCAGUAAUCUUCAUC. The protein sequence of the target gene is MEDSTSPKQEKENQEELGETRRPWEGKTAASPQYSEPESSEPLEAKQGPETGRQSRSSRPWSPQSRAKTPLGGPAGPETSSPAPVSPREPSSSPSPLAPARQDLAAPPQSDRTTSVIPEAGTPYPDPLEQSSDKRESTPHHTSQSEGNTFQQSQQPKPHLCGRRDVSYNNAKQKELRFDVFQEEDSNSDYDLQQPAPGGSEVAPSMLEITIQNAKAYLLKTSSNSGFNLYDHLSNMLTKILNERPENAVDIFENISQDVKMAHFSKKFDALQNENELLPTYEIAEKQKALFLQGHLEGVD.... Result: 0 (no interaction). (5) The protein sequence of the target gene is MNRYTTMKQLGDGTYGSVLMGKSNESGELVAIKRMKRKFYSWDECMNLREVKSLKKLNHANVIKLKEVIRENDHLYFVFEYMKENLYQLMKDRNKLFPESVIRNIMYQILQGLAFIHKHGFFHRDMKPENLLCMGPELVKIADFGLARELRSQPPYTDYVSTRWYRAPEVLLRSSVYSSPIDVWAVGSIMAELYTFRPLFPGTSEVDEIFKICQVLGTPKKSDWPEGYQLASSMNFRFPQCIPINLKTLIPNASSEAIQLMTEMLNWDPKKRPTASQALKHPYFQVGQVLGSSAHHLDTK.... Result: 0 (no interaction). The miRNA is hsa-miR-4255 with sequence CAGUGUUCAGAGAUGGA. (6) The miRNA is hsa-miR-4488 with sequence AGGGGGCGGGCUCCGGCG. The protein sequence of the target gene is MFASCHCVPRGRRTMKMIHFRSSSVKSLSQEMRCTIRLLDDSEISCHIQRETKGQFLIDHICNYYSLLEKDYFGIRYVDPEKQRHWLEPNKSIFKQMKTHPPYTMCFRVKFYPHEPLKIKEELTRYLLYLQIKRDIFHGRLLCSFSDAAYLGACIVQAELGDYDPDEHPENYISEFEIFPKQSQKLERKIVEIHKNELRGQSPPVAEFNLLLKAHTLETYGVDPHPCKDSTGTTTFLGFTAAGFVVFQGNKRIHLIKWPDVCKLKFEGKTFYVIGTQKEKKAMLAFHTSTPAACKHLWKC.... Result: 0 (no interaction). (7) The miRNA is hsa-miR-1260b with sequence AUCCCACCACUGCCACCAU. The protein sequence of the target gene is MLQNPQEKSQAYPRRRRPGCYAYRQNPEAIAAAAMYTFLPDNFSPAKPKPSKDLKPLLGSAVLGLLLVLAAVVAWCYYSVSLRKAERLRAELLDLKAGGFSIRNQKGEQVFRLAFRSGALDLDSCSRDGALLGCSLTADGLPLHFFIQTVRPKDTVMCYRVRWEEAAPGRAVEHAMFLGDAAAHWYGGAEMRTQHWPIRLDGQQEPQPFVTSDVYSSDAAFGGILERYWLSSRAAAIKVNDSVPFHLGWNSTERSLRLQARYHDTPYKPPAGRAAAPELSYRVCVGSDVTSIHKYMVRRY.... Result: 1 (interaction).